From a dataset of Forward reaction prediction with 1.9M reactions from USPTO patents (1976-2016). Predict the product of the given reaction. (1) Given the reactants [CH2:1]([O:5][C:6]1[CH:7]=[C:8](B2OC(C)(C)C(C)(C)O2)[CH:9]=[CH:10][CH:11]=1)[CH2:2][CH2:3][CH3:4].Br[C:22]1[CH:23]=[CH:24][C:25]([O:44][CH2:45][CH3:46])=[C:26]([CH:43]=1)[C:27]([NH:29][C@@H:30]([CH2:41][OH:42])[CH2:31][C:32]1[C:40]2[C:35](=[CH:36][CH:37]=[CH:38][CH:39]=2)[NH:34][CH:33]=1)=[O:28].C(=O)([O-])[O-].[K+].[K+], predict the reaction product. The product is: [OH:42][CH2:41][C@H:30]([NH:29][C:27]([C:26]1[CH:43]=[C:22]([C:8]2[CH:9]=[CH:10][CH:11]=[C:6]([O:5][CH2:1][CH2:2][CH2:3][CH3:4])[CH:7]=2)[CH:23]=[CH:24][C:25]=1[O:44][CH2:45][CH3:46])=[O:28])[CH2:31][C:32]1[C:40]2[C:35](=[CH:36][CH:37]=[CH:38][CH:39]=2)[NH:34][CH:33]=1. (2) The product is: [CH2:13]([C:17]1[N:18]=[C:19]([CH2:48][CH2:49][CH3:50])[N:20]([C:39]2[CH:40]=[CH:41][C:42]3[O:46][CH2:45][CH2:44][C:43]=3[CH:47]=2)[C:21](=[O:38])[C:22]=1[CH2:23][C:24]1[CH:25]=[CH:26][C:27]([C:30]2[CH:35]=[CH:34][CH:33]=[CH:32][C:31]=2[C:36]2[NH:3][C:4](=[O:7])[O:5][N:37]=2)=[CH:28][CH:29]=1)[CH2:14][CH2:15][CH3:16]. Given the reactants [Cl-].O[NH3+:3].[C:4](=[O:7])([O-])[OH:5].[Na+].CS(C)=O.[CH2:13]([C:17]1[N:18]=[C:19]([CH2:48][CH2:49][CH3:50])[N:20]([C:39]2[CH:40]=[CH:41][C:42]3[O:46][CH2:45][CH2:44][C:43]=3[CH:47]=2)[C:21](=[O:38])[C:22]=1[CH2:23][C:24]1[CH:29]=[CH:28][C:27]([C:30]2[C:31]([C:36]#[N:37])=[CH:32][CH:33]=[CH:34][CH:35]=2)=[CH:26][CH:25]=1)[CH2:14][CH2:15][CH3:16], predict the reaction product. (3) Given the reactants C([O:3][C:4](=[O:31])[C@H:5]([CH3:30])[CH2:6][C@H:7]([NH:22][C:23](=[O:29])[CH2:24][CH2:25][C:26]([OH:28])=[O:27])[CH2:8][C:9]1[CH:14]=[CH:13][C:12]([C:15]2[CH:20]=[CH:19][CH:18]=[C:17]([Cl:21])[CH:16]=2)=[CH:11][CH:10]=1)C.[OH-].[Na+].Cl, predict the reaction product. The product is: [C:26]([CH2:25][CH2:24][C:23]([NH:22][C@H:7]([CH2:8][C:9]1[CH:14]=[CH:13][C:12]([C:15]2[CH:20]=[CH:19][CH:18]=[C:17]([Cl:21])[CH:16]=2)=[CH:11][CH:10]=1)[CH2:6][C@@H:5]([CH3:30])[C:4]([OH:31])=[O:3])=[O:29])([OH:28])=[O:27]. (4) Given the reactants COP([CH2:7][C:8]1[CH:17]=[CH:16][C:11]([C:12]([O:14][CH3:15])=[O:13])=[CH:10][CH:9]=1)(OC)=O.C([N-]C(C)C)(C)C.[Li+].[C:26]([O:30][C:31]([N:33]1[CH2:38][CH2:37][C:36](=O)[CH2:35][CH2:34]1)=[O:32])([CH3:29])([CH3:28])[CH3:27], predict the reaction product. The product is: [C:26]([O:30][C:31]([N:33]1[CH2:38][CH2:37][C:36](=[CH:7][C:8]2[CH:9]=[CH:10][C:11]([C:12]([O:14][CH3:15])=[O:13])=[CH:16][CH:17]=2)[CH2:35][CH2:34]1)=[O:32])([CH3:29])([CH3:27])[CH3:28]. (5) The product is: [Cl:1][C:2]1[CH:3]=[C:4]([CH:18]=[C:19]([S:23][CH3:24])[C:20]=1[OH:21])[C:5]([N:7]1[C:11]2[CH:12]=[CH:13][CH:14]=[CH:15][C:10]=2[S:9](=[O:17])(=[O:16])[CH2:8]1)=[O:6]. Given the reactants [Cl:1][C:2]1[CH:3]=[C:4]([CH:18]=[C:19]([S:23][CH3:24])[C:20]=1[O:21]C)[C:5]([N:7]1[C:11]2[CH:12]=[CH:13][CH:14]=[CH:15][C:10]=2[S:9](=[O:17])(=[O:16])[CH2:8]1)=[O:6].[Cl-].[Li+].Cl, predict the reaction product.